From a dataset of Forward reaction prediction with 1.9M reactions from USPTO patents (1976-2016). Predict the product of the given reaction. (1) Given the reactants [C:1]([CH2:3][C:4]1[C:5]([C:17]2[CH:22]=[CH:21][CH:20]=[C:19]([F:23])[CH:18]=2)=[N:6][C:7]2[C:12]([C:13]=1[C:14](O)=[O:15])=[CH:11][CH:10]=[CH:9][CH:8]=2)#[N:2].C([CH2:26][C:27]1[C:28]([C:40]2[CH:45]=[CH:44][CH:43]=[CH:42][CH:41]=2)=[N:29]C2C(C=1C(O)=O)=CC=CC=2)#N, predict the reaction product. The product is: [C:1]([CH2:3][C:4]1[C:5]([C:17]2[CH:22]=[CH:21][CH:20]=[C:19]([F:23])[CH:18]=2)=[N:6][C:7]2[C:12]([C:13]=1[C:14]([NH:29][C@H:28]([C:40]1[CH:45]=[CH:44][CH:43]=[CH:42][CH:41]=1)[CH2:27][CH3:26])=[O:15])=[CH:11][CH:10]=[CH:9][CH:8]=2)#[N:2]. (2) Given the reactants [C:1]([O:5][C:6](=[O:19])[NH:7][C:8]1[CH:13]=[C:12]([O:14][CH3:15])[CH:11]=[CH:10][C:9]=1[N+:16]([O-:18])=[O:17])([CH3:4])([CH3:3])[CH3:2].[H-].[Na+].S(OC)(O[CH3:26])(=O)=O.O, predict the reaction product. The product is: [C:1]([O:5][C:6](=[O:19])[N:7]([C:8]1[CH:13]=[C:12]([O:14][CH3:15])[CH:11]=[CH:10][C:9]=1[N+:16]([O-:18])=[O:17])[CH3:26])([CH3:4])([CH3:2])[CH3:3]. (3) Given the reactants [Cl:1][C:2]1[C:3]([N:10]2[CH2:15][CH2:14][N:13]([C:16]3[N:21]=[CH:20][C:19]([C:22]4[CH:23]=[C:24]([CH:39]=[CH:40][CH:41]=4)[CH2:25][N:26]([CH3:38])[C:27](=[O:37])[CH2:28][NH:29][C:30](=[O:36])[O:31][C:32]([CH3:35])([CH3:34])[CH3:33])=[CH:18][N:17]=3)[CH2:12][CH2:11]2)=[N:4][CH:5]=[C:6]([CH2:8][OH:9])[CH:7]=1, predict the reaction product. The product is: [Cl:1][C:2]1[C:3]([N:10]2[CH2:11][CH2:12][N:13]([C:16]3[N:17]=[CH:18][C:19]([C:22]4[CH:23]=[C:24]([CH:39]=[CH:40][CH:41]=4)[CH2:25][N:26]([CH3:38])[C:27](=[O:37])[CH2:28][NH:29][C:30](=[O:36])[O:31][C:32]([CH3:34])([CH3:35])[CH3:33])=[CH:20][N:21]=3)[CH2:14][CH2:15]2)=[N:4][CH:5]=[C:6]([CH:8]=[O:9])[CH:7]=1. (4) Given the reactants [CH2:1]([O:3][C:4](=[O:43])[C:5]1[CH:10]=[C:9]([C:11]#[N:12])[C:8]([N:13]2[CH2:18][CH2:17][CH:16]([C:19](=[O:34])[N:20](CC=C)[S:21]([CH2:24][C:25]3[CH:30]=[CH:29][CH:28]=[CH:27][CH:26]=3)(=[O:23])=[O:22])[CH2:15][CH2:14]2)=[N:7][C:6]=1OS(C(F)(F)F)(=O)=O)[CH3:2].CC1(C)C2C(=C(P(C3C=CC=CC=3)C3C=CC=CC=3)C=CC=2)OC2C(P(C3C=CC=CC=3)C3C=CC=CC=3)=CC=CC1=2.[CH2:86]([SH:88])[CH3:87].CCN(C(C)C)C(C)C.[NH4+].[Cl-], predict the reaction product. The product is: [CH2:1]([O:3][C:4](=[O:43])[C:5]1[CH:10]=[C:9]([C:11]#[N:12])[C:8]([N:13]2[CH2:14][CH2:15][CH:16]([C:19](=[O:34])[NH:20][S:21]([CH2:24][C:25]3[CH:26]=[CH:27][CH:28]=[CH:29][CH:30]=3)(=[O:23])=[O:22])[CH2:17][CH2:18]2)=[N:7][C:6]=1[S:88][CH2:86][CH3:87])[CH3:2]. (5) Given the reactants [CH:1]1([CH:4]([C:6]2[CH:11]=[CH:10][CH:9]=[C:8]([CH:12]([CH:14]3[CH2:16][CH2:15]3)[CH3:13])[C:7]=2[OH:17])[CH3:5])[CH2:3][CH2:2]1.[OH-].[Na+].Br[CH2:21][Cl:22], predict the reaction product. The product is: [Cl:22][CH2:21][O:17][C:7]1[C:8]([CH:12]([CH:14]2[CH2:16][CH2:15]2)[CH3:13])=[CH:9][CH:10]=[CH:11][C:6]=1[CH:4]([CH:1]1[CH2:2][CH2:3]1)[CH3:5]. (6) Given the reactants [CH3:1][O:2][CH2:3][C@H:4]([NH:7][C:8]([C:10]1[C:18]2[C:13](=[N:14][CH:15]=[C:16]([C:19]3[C:27]4[C:22](=[CH:23][C:24]([Cl:28])=[CH:25][CH:26]=4)[N:21]([CH3:29])[N:20]=3)[N:17]=2)[N:12](COCC[Si](C)(C)C)[CH:11]=1)=[O:9])[CH2:5][CH3:6].C(O)(C(F)(F)F)=O.C(N)CN, predict the reaction product. The product is: [CH3:1][O:2][CH2:3][C@H:4]([NH:7][C:8]([C:10]1[C:18]2[C:13](=[N:14][CH:15]=[C:16]([C:19]3[C:27]4[C:22](=[CH:23][C:24]([Cl:28])=[CH:25][CH:26]=4)[N:21]([CH3:29])[N:20]=3)[N:17]=2)[NH:12][CH:11]=1)=[O:9])[CH2:5][CH3:6]. (7) Given the reactants [NH2:1][C:2]1[C:3]2[N:4]([CH:14]=[C:15]([CH3:17])[N:16]=2)[CH:5]=[C:6]([C:8]([O:10][CH:11]([CH3:13])[CH3:12])=[O:9])[CH:7]=1.Cl[CH:19]1[C:28]2[C:23](=[CH:24][C:25]([F:30])=[CH:26][C:27]=2[F:29])[O:22][CH2:21][CH2:20]1, predict the reaction product. The product is: [F:29][C:27]1[CH:26]=[C:25]([F:30])[CH:24]=[C:23]2[C:28]=1[CH:19]([NH:1][C:2]1[C:3]3[N:4]([CH:14]=[C:15]([CH3:17])[N:16]=3)[CH:5]=[C:6]([C:8]([O:10][CH:11]([CH3:13])[CH3:12])=[O:9])[CH:7]=1)[CH2:20][CH2:21][O:22]2. (8) Given the reactants [CH3:1][Mg+].[Br-].[Br:4][C:5]1[CH:6]=[C:7]2[C:12](=[CH:13][CH:14]=1)[O:11][C:10]([CH3:16])([CH3:15])[C:9]([CH2:19][OH:20])([CH2:17][OH:18])[C:8]2=O.Cl, predict the reaction product. The product is: [Br:4][C:5]1[CH:6]=[C:7]2[C:12](=[CH:13][CH:14]=1)[O:11][C:10]([CH3:16])([CH3:15])[C:9]([CH2:19][OH:20])([CH2:17][OH:18])[C:8]2=[CH2:1]. (9) The product is: [CH2:12]([C:11]1[NH:10][C:1](=[O:9])[C:2]2[C:3](=[CH:5][CH:6]=[CH:7][CH:8]=2)[N:4]=1)[CH2:13][CH2:14][CH3:15]. Given the reactants [C:1]([NH2:10])(=[O:9])[C:2]1[C:3](=[CH:5][CH:6]=[CH:7][CH:8]=1)[NH2:4].[CH:11](=O)[CH2:12][CH2:13][CH2:14][CH3:15].O, predict the reaction product. (10) Given the reactants [C:1]([O:5][C:6]([NH:8][C@@:9]([C:29]([O:31][CH3:32])=[O:30])([CH2:26][CH:27]=C)[CH2:10][CH:11]1[CH2:16][CH2:15][N:14]([C:17]([O:19][CH2:20][CH2:21][Si:22]([CH3:25])([CH3:24])[CH3:23])=[O:18])[CH2:13][CH2:12]1)=[O:7])([CH3:4])([CH3:3])[CH3:2].I([O-])(=O)(=O)=[O:34].[Na+].O, predict the reaction product. The product is: [C:1]([O:5][C:6]([NH:8][C@@:9]([C:29]([O:31][CH3:32])=[O:30])([CH2:26][CH:27]=[O:34])[CH2:10][CH:11]1[CH2:16][CH2:15][N:14]([C:17]([O:19][CH2:20][CH2:21][Si:22]([CH3:23])([CH3:25])[CH3:24])=[O:18])[CH2:13][CH2:12]1)=[O:7])([CH3:4])([CH3:3])[CH3:2].